From a dataset of Reaction yield outcomes from USPTO patents with 853,638 reactions. Predict the reaction yield, written as a fraction of the theoretical maximum amount of product (1.0 means a 100% yield; for example, 0.34 means a 34% yield). (1) The reactants are [F:1][CH:2]([F:25])[O:3][C:4]1[C:9]([F:10])=[CH:8][C:7]([F:11])=[CH:6][C:5]=1[C:12]1[CH2:17][CH2:16][N:15]([C:18]([O:20][C:21]([CH3:24])([CH3:23])[CH3:22])=[O:19])[CH2:14][CH:13]=1.[H][H]. The catalyst is CO.O=[Pt]=O. The product is [F:25][CH:2]([F:1])[O:3][C:4]1[C:9]([F:10])=[CH:8][C:7]([F:11])=[CH:6][C:5]=1[CH:12]1[CH2:13][CH2:14][N:15]([C:18]([O:20][C:21]([CH3:23])([CH3:22])[CH3:24])=[O:19])[CH2:16][CH2:17]1. The yield is 0.760. (2) The reactants are [Br:1][C:2]1[C:7]([O:8][CH3:9])=[CH:6][C:5]([C:10]2[CH:14]=[CH:13][NH:12][N:11]=2)=[CH:4][C:3]=1[O:15][CH3:16].[CH3:17][O:18][CH:19]([C:23]1[CH:28]=[CH:27][C:26]([N:29]2[CH2:34][CH2:33][O:32][CH2:31][CH2:30]2)=[CH:25][CH:24]=1)[C:20](O)=[O:21]. No catalyst specified. The product is [Br:1][C:2]1[C:7]([O:8][CH3:9])=[CH:6][C:5]([C:10]2[CH:14]=[CH:13][N:12]([C:20](=[O:21])[CH:19]([O:18][CH3:17])[C:23]3[CH:24]=[CH:25][C:26]([N:29]4[CH2:30][CH2:31][O:32][CH2:33][CH2:34]4)=[CH:27][CH:28]=3)[N:11]=2)=[CH:4][C:3]=1[O:15][CH3:16]. The yield is 0.220. (3) The reactants are C([O:4][CH2:5][C@@H:6]1[C@@H:11]([O:12]C(=O)C)[C@H:10]([O:16]C(=O)C)[C@H:9]([O:20]C(=O)C)[C@@H:8]([C:24]2[CH:29]=[CH:28][C:27]([O:30][CH3:31])=[C:26]([C:32]#[C:33][Si](C)(C)C)[CH:25]=2)[O:7]1)(=O)C.C[O-].[Na+]. The catalyst is CO. The product is [C:32]([C:26]1[CH:25]=[C:24]([C@@H:8]2[C@@H:9]([OH:20])[C@@H:10]([OH:16])[C@H:11]([OH:12])[C@@H:6]([CH2:5][OH:4])[O:7]2)[CH:29]=[CH:28][C:27]=1[O:30][CH3:31])#[CH:33]. The yield is 0.800. (4) The reactants are [Cl:1][C:2]1[CH:3]=[C:4]([F:9])[C:5](O)=[N:6][CH:7]=1.P(Br)(Br)([Br:12])=O. The catalyst is CN(C=O)C. The product is [Br:12][C:5]1[C:4]([F:9])=[CH:3][C:2]([Cl:1])=[CH:7][N:6]=1. The yield is 0.740. (5) The reactants are [CH:1]1[C:13]2[CH:12]([CH2:14][O:15][C:16]([NH:18][C@@H:19]([CH3:23])[C:20](O)=[O:21])=[O:17])[C:11]3[C:6](=[CH:7][CH:8]=[CH:9][CH:10]=3)[C:5]=2[CH:4]=[CH:3][CH:2]=1.F[P-](F)(F)(F)(F)F.N1(OC(N(C)C)=[N+](C)C)C2N=CC=CC=2N=N1.[CH2:48]([NH:55][C@@H:56]([CH3:64])[CH:57]([O:61][CH2:62][CH3:63])[O:58][CH2:59][CH3:60])[C:49]1[CH:54]=[CH:53][CH:52]=[CH:51][CH:50]=1.CCN(C(C)C)C(C)C. The catalyst is ClCCl.C(OCC)(=O)C. The product is [CH2:62]([O:61][CH:57]([O:58][CH2:59][CH3:60])[C@@H:56]([N:55]([CH2:48][C:49]1[CH:54]=[CH:53][CH:52]=[CH:51][CH:50]=1)[C:20](=[O:21])[C@@H:19]([NH:18][C:16](=[O:17])[O:15][CH2:14][CH:12]1[C:11]2[CH:10]=[CH:9][CH:8]=[CH:7][C:6]=2[C:5]2[C:13]1=[CH:1][CH:2]=[CH:3][CH:4]=2)[CH3:23])[CH3:64])[CH3:63]. The yield is 0.450. (6) The reactants are [CH3:1][O:2][C:3]1[CH:8]=[CH:7][C:6]([CH:9]([C:42]2[CH:47]=[CH:46][C:45]([O:48][CH3:49])=[CH:44][CH:43]=2)[O:10][CH:11]([C:36]2[CH:41]=[CH:40][CH:39]=[CH:38][CH:37]=2)[CH:12]2[CH:16]([OH:17])[CH2:15][N:14]([C:18](=[O:35])[CH2:19][CH2:20][CH2:21][CH2:22][CH2:23][N:24]3[C:32](=[O:33])[C:31]4[C:26](=[CH:27][CH:28]=[CH:29][CH:30]=4)[C:25]3=[O:34])[CH2:13]2)=[CH:5][CH:4]=1.[C:50]1(=[O:56])[O:55][C:53](=[O:54])[CH2:52][CH2:51]1.C(N(CC)CC)C. The catalyst is CN(C1C=CN=CC=1)C.ClCCl. The product is [CH3:49][O:48][C:45]1[CH:46]=[CH:47][C:42]([CH:9]([C:6]2[CH:5]=[CH:4][C:3]([O:2][CH3:1])=[CH:8][CH:7]=2)[O:10][CH:11]([C:36]2[CH:37]=[CH:38][CH:39]=[CH:40][CH:41]=2)[CH:12]2[CH2:13][N:14]([C:18](=[O:35])[CH2:19][CH2:20][CH2:21][CH2:22][CH2:23][N:24]3[C:32](=[O:33])[C:31]4[C:26](=[CH:27][CH:28]=[CH:29][CH:30]=4)[C:25]3=[O:34])[CH2:15][CH:16]2[O:17][C:50](=[O:56])[CH2:51][CH2:52][C:53]([OH:55])=[O:54])=[CH:43][CH:44]=1. The yield is 0.890. (7) The reactants are Cl.[NH2:2][C:3]([NH2:5])=[NH:4].[CH3:6][CH:7]([C:13](OCC)=[O:14])[C:8](OCC)=[O:9].C[O-].[Na+]. The yield is 0.900. The catalyst is C(O)C. The product is [NH2:4][C:3]1[N:5]=[C:8]([OH:9])[C:7]([CH3:6])=[C:13]([OH:14])[N:2]=1.